From a dataset of Catalyst prediction with 721,799 reactions and 888 catalyst types from USPTO. Predict which catalyst facilitates the given reaction. (1) Reactant: O[CH2:2][C:3]1[CH:4]=[CH:5][C:6]([S:11]([CH3:14])(=[O:13])=[O:12])=[C:7]([CH:10]=1)[C:8]#[N:9].P(Br)(Br)[Br:16]. Product: [Br:16][CH2:2][C:3]1[CH:4]=[CH:5][C:6]([S:11]([CH3:14])(=[O:13])=[O:12])=[C:7]([CH:10]=1)[C:8]#[N:9]. The catalyst class is: 451. (2) Reactant: [Br:1][C:2]1[CH:7]=[CH:6][C:5]([SH:8])=[CH:4][CH:3]=1.CS(O[CH:14]1[CH2:19][C:18]([CH3:21])([CH3:20])[N:17]([CH3:22])[C:16]([CH3:24])([CH3:23])[CH2:15]1)(=O)=O.C(=O)([O-])[O-].[Cs+].[Cs+]. Product: [Br:1][C:2]1[CH:7]=[CH:6][C:5]([S:8][CH:14]2[CH2:15][C:16]([CH3:23])([CH3:24])[N:17]([CH3:22])[C:18]([CH3:21])([CH3:20])[CH2:19]2)=[CH:4][CH:3]=1. The catalyst class is: 3. (3) Reactant: [CH:1]1([C@@H:4]([C:11]2[CH:16]=[CH:15][N:14]=[C:13]([O:17][CH2:18][CH:19]3[CH2:24][CH2:23][N:22]([C:25]4[CH:33]=[C:32]([O:34][CH3:35])[CH:31]=[CH:30][C:26]=4[C:27](O)=[O:28])[CH2:21][CH2:20]3)[CH:12]=2)[CH2:5][C:6]([O:8][CH2:9][CH3:10])=[O:7])[CH2:3][CH2:2]1.ClC(N(C)C)=C(C)C.[CH3:44][C:45]([CH3:55])([CH3:54])[CH2:46][NH:47][C:48]1[CH:53]=[CH:52][CH:51]=[CH:50][N:49]=1.C(N(CC)CC)C. Product: [CH:1]1([C@@H:4]([C:11]2[CH:16]=[CH:15][N:14]=[C:13]([O:17][CH2:18][CH:19]3[CH2:24][CH2:23][N:22]([C:25]4[CH:33]=[C:32]([O:34][CH3:35])[CH:31]=[CH:30][C:26]=4[C:27](=[O:28])[N:47]([CH2:46][C:45]([CH3:55])([CH3:54])[CH3:44])[C:48]4[CH:53]=[CH:52][CH:51]=[CH:50][N:49]=4)[CH2:21][CH2:20]3)[CH:12]=2)[CH2:5][C:6]([O:8][CH2:9][CH3:10])=[O:7])[CH2:2][CH2:3]1. The catalyst class is: 375. (4) The catalyst class is: 438. Product: [CH:1]1([C:4]2[N:8]=[CH:7][N:6]([C:9]3[CH:32]=[C:14]4[C:15]5[C:20]([CH2:21][CH2:22][N:13]4[C:12](=[O:33])[CH2:11][N:10]=3)=[C:19]([C:35]3[CH:40]=[CH:39][C:38]([F:41])=[CH:37][N:36]=3)[CH:18]=[CH:17][CH:16]=5)[N:5]=2)[CH2:3][CH2:2]1. Reactant: [CH:1]1([C:4]2[N:8]=[CH:7][N:6]([C:9]3[CH:32]=[C:14]4[C:15]5[C:20]([CH2:21][CH2:22][N:13]4[C:12](=[O:33])[CH2:11][N:10]=3)=[C:19](B3OC(C)(C)C(C)(C)O3)[CH:18]=[CH:17][CH:16]=5)[N:5]=2)[CH2:3][CH2:2]1.Br[C:35]1[CH:40]=[CH:39][C:38]([F:41])=[CH:37][N:36]=1.C([O-])([O-])=O.[Na+].[Na+]. (5) Reactant: [CH2:1]([O:8][C:9](=[O:22])[C@@H:10]([CH:19]([CH3:21])[CH3:20])[NH:11]C(OC(C)(C)C)=O)[C:2]1[CH:7]=[CH:6][CH:5]=[CH:4][CH:3]=1.[F:23][C:24]([F:29])([F:28])[C:25]([OH:27])=[O:26]. Product: [F:23][C:24]([F:29])([F:28])[C:25]([OH:27])=[O:26].[CH2:1]([O:8][C:9](=[O:22])[C@@H:10]([CH:19]([CH3:20])[CH3:21])[NH2:11])[C:2]1[CH:7]=[CH:6][CH:5]=[CH:4][CH:3]=1. The catalyst class is: 2. (6) Reactant: [Cl-].[Al+3].[Cl-].[Cl-].[N+:5](=[CH:7][C:8]([C:10]1[CH:15]=[CH:14][C:13]([O:16][C:17]([F:20])([F:19])[F:18])=[CH:12][CH:11]=1)=[O:9])=[N-].[CH3:21][CH2:22]OCC. Product: [CH3:21][C:22]1[O:9][C:8]([C:10]2[CH:15]=[CH:14][C:13]([O:16][C:17]([F:20])([F:19])[F:18])=[CH:12][CH:11]=2)=[CH:7][N:5]=1. The catalyst class is: 10. (7) Reactant: [F:1][C:2]([F:18])([F:17])[C:3]([C:5]1[C:13]2[C:8](=[CH:9][C:10]([N+:14]([O-:16])=[O:15])=[CH:11][CH:12]=2)[NH:7][CH:6]=1)=[O:4].C(=O)([O-])[O-].[K+].[K+].I[CH:26]([CH3:28])[CH3:27]. Product: [F:18][C:2]([F:1])([F:17])[C:3]([C:5]1[C:13]2[C:8](=[CH:9][C:10]([N+:14]([O-:16])=[O:15])=[CH:11][CH:12]=2)[N:7]([CH:26]([CH3:28])[CH3:27])[CH:6]=1)=[O:4]. The catalyst class is: 9.